Task: Predict the product of the given reaction.. Dataset: Forward reaction prediction with 1.9M reactions from USPTO patents (1976-2016) Given the reactants [CH3:1][O:2][CH2:3][CH2:4][O:5][CH2:6][CH2:7][O:8][CH2:9][CH2:10][O:11][CH2:12][CH2:13][CH2:14][CH2:15][CH2:16][CH2:17][CH2:18][CH2:19][CH2:20][CH2:21][CH2:22][S:23]C(=O)C.Cl, predict the reaction product. The product is: [CH3:1][O:2][CH2:3][CH2:4][O:5][CH2:6][CH2:7][O:8][CH2:9][CH2:10][O:11][CH2:12][CH2:13][CH2:14][CH2:15][CH2:16][CH2:17][CH2:18][CH2:19][CH2:20][CH2:21][CH2:22][SH:23].